Dataset: Peptide-MHC class II binding affinity with 134,281 pairs from IEDB. Task: Regression. Given a peptide amino acid sequence and an MHC pseudo amino acid sequence, predict their binding affinity value. This is MHC class II binding data. (1) The peptide sequence is YTVFETALKKAITAM. The MHC is HLA-DPA10201-DPB10501 with pseudo-sequence HLA-DPA10201-DPB10501. The binding affinity (normalized) is 0.741. (2) The peptide sequence is VDIMVRDGQLTIKAE. The MHC is DRB1_0802 with pseudo-sequence DRB1_0802. The binding affinity (normalized) is 0.442. (3) The peptide sequence is QKWDATATELNNALQ. The MHC is DRB1_0901 with pseudo-sequence DRB1_0901. The binding affinity (normalized) is 0.147. (4) The peptide sequence is KQELDEISTNIRQAG. The MHC is HLA-DQA10101-DQB10501 with pseudo-sequence HLA-DQA10101-DQB10501. The binding affinity (normalized) is 0. (5) The binding affinity (normalized) is 0.350. The MHC is DRB1_0405 with pseudo-sequence DRB1_0405. The peptide sequence is SWLNLAAHHPLRMVL. (6) The peptide sequence is AYKVAATAANAAPAN. The MHC is DRB1_1001 with pseudo-sequence DRB1_1001. The binding affinity (normalized) is 0.509. (7) The peptide sequence is GFIGLCKTLGSRCVR. The MHC is DRB1_1302 with pseudo-sequence DRB1_1302. The binding affinity (normalized) is 0.120. (8) The peptide sequence is DVKFPGGGDIVGGVY. The MHC is HLA-DQA10501-DQB10301 with pseudo-sequence HLA-DQA10501-DQB10301. The binding affinity (normalized) is 0.687. (9) The peptide sequence is QVPSASMGRDIKVQF. The binding affinity (normalized) is 0.285. The MHC is DRB3_0101 with pseudo-sequence DRB3_0101.